The task is: Binary Classification. Given a miRNA mature sequence and a target amino acid sequence, predict their likelihood of interaction.. This data is from Experimentally validated miRNA-target interactions with 360,000+ pairs, plus equal number of negative samples. (1) The miRNA is mmu-miR-6920-5p with sequence ACACAAUGGAAAGACUGCUUGU. The protein sequence of the target gene is MVLILGRRLNREDLGVRDSPATKRKVFEMDPKSLTGHEFFDFSSGSSHAENILQIFNEFRDSRLFTDVIICVEGKEFPCHRAVLSACSSYFRAMFCNDHRESREMLVEINGILAEAMECFLQYVYTGKVKITTENVQYLFETSSLFQISVLRDACAKFLEEQLDPCNCLGIQRFADTHSLKTLFTKCKNFALQTFEDVSQHEEFLELDKDELIDYICSDELVIGKEEMVFEAVMRWVYRAVDLRRPLLHELLTHVRLPLLHPNYFVQTVEVDQLIQNSPECYQLLHEARRYHILGNEMMS.... Result: 0 (no interaction). (2) The miRNA is ath-miR398a-3p with sequence UGUGUUCUCAGGUCACCCCUU. The protein sequence of the target gene is MTLPVSDPAAWATAMNNLGMAPLGIAGQPILPDFDPALGMMTGIPPITPMMPGLGIVPPPIPPDMPVAKEIIHCKSCTLFPPNPNLPPPATRERPPGCKTVFVGGLPENGTEQIIVEVFEQCGEIIAIRKSKKNFCHIRFAEEYMVDKALYLSGYRIRLGSSTDKKDTGRLHVDFAQARDDLYEWECKQRMLAREERHRRRMEEERMRPPSPPPVVHYSDHECSIVAEKLKDDSKFSEAVQTLLTWIERGEVNRRSANHFYSMIQSANSHVRRLVNEKATHEKEMEEAKEKFKQALSGIL.... Result: 0 (no interaction). (3) The protein sequence of the target gene is MATGSAQGNFTGHTKKTNGNNGTNGALVQSPSNQSALGAGGANSNGSAARVWGVATGSSSGLAHCSVSGGDGKMDTMIGDGRSQNCWGASNSNAGINLNLNPNANPAAWPVLGHEGTVATGNPSSICSPVSAIGQNMGNQNGNPTGTLGAWGNLLPQESTEPQTSTSQNVSFSAQPQNLNTDGPNNTNPMNSSPNPINAMQTNGLPNWGMAVGMGAIIPPHLQGLPGANGSSVSQVSGGSAEGISNSVWGLSPGNPATGNSNSGFSQGNGDTVNSALSAKQNGSSSAVQKEGSGGNAWDS.... Result: 1 (interaction). The miRNA is hsa-miR-3074-5p with sequence GUUCCUGCUGAACUGAGCCAG. (4) The miRNA is hsa-miR-501-3p with sequence AAUGCACCCGGGCAAGGAUUCU. The protein sequence of the target gene is MSVAGLKKQFYKASQLVSEKVGGAEGTKLDDDFKEMEKKVDVTSKAVTEVLARTIEYLQPNPASRAKLTMLNTVSKIRGQVKNPGYPQSEGLLGECMIRHGKELGGESNFGDALLDAGESMKRLAEVKDSLDIEVKQNFIDPLQNLCEKDLKEIQHHLKKLEGRRLDFDYKKKRQGKIPDEELRQALEKFEESKEVAETSMHNLLETDIEQVSQLSALVDAQLDYHRQAVQILDELAEKLKRRMREASSRPKREYKPKPREPFDLGEPEQSNGGFPCTTAPKIAASSSFRSSDKPIRTPS.... Result: 0 (no interaction). (5) Result: 0 (no interaction). The protein sequence of the target gene is MAETEALSKLREDFRMQNKSVFILGASGETGRVLLKEILEQGLFSKVTLIGRRKLTFDEEAYKNVNQEVVDFEKLDDYASAFQGHDVGFCCLGTTRGKAGAEGFVRVDRDYVLKSAELAKAGGCKHFNLLSSKGADKSSNFLYLQVKGEVEAKVEELKFDRYSVFRPGVLLCDRQESRPGEWLVRKFFGSLPDSWASGHSVPVVTVVRAMLNNVVRPRDKQMELLENKAIHDLGKAHGSLKP. The miRNA is mmu-miR-330-5p with sequence UCUCUGGGCCUGUGUCUUAGGC. (6) The miRNA is mmu-miR-1b-3p with sequence UGGGUACAUAAAGAAGUAUGUGC. The protein sequence of the target gene is MLGKDYMLAIILVNCDDDLWGDQNLEGETGLPPGWRKIRDAAGTYYWHVPSGSTQWQRPTWELPGAEDPGRGTEGIWELRPPKGRSFSSLDSSLNRSNSLTWYSEDSYVRSLEPGAKCFAVRSLGWVEVPEEDLAPGKSSIAVNNCIQQLAQTRNRSQPHDGTWGEGQNMLMILKKDAMSLLNPLDHSLIHCQPLVHIRVWGVGSSKGRDRDFAFVAGDKDSCMLKCHVFHCDVPAKAIASALQGLCAQILSERVGVSGEAACCSPDPISPEDLPRQVELLDAVSQAAQKYEALYMGILP.... Result: 0 (no interaction). (7) The miRNA is hsa-miR-9-5p with sequence UCUUUGGUUAUCUAGCUGUAUGA. The protein sequence of the target gene is MDFLLLGLCLYWLLRRPSGVVLCLLGACFQMLPAAPSGCPQLCRCEGRLLYCEALNLTEAPHNLSGLLGLSLRYNSLSELRAGQFTGLMQLTWLYLDHNHICSVQGDAFQKLRRVKELTLSSNQITQLPNTTFRPMPNLRSVDLSYNKLQALAPDLFHGLRKLTTLHMRANAIQFVPVRIFQDCRSLKFLDIGYNQLKSLARNSFAGLFKLTELHLEHNDLVKVNFAHFPRLISLHSLCLRRNKVAIVVSSLDWVWNLEKMDLSGNEIEYMEPHVFETVPHLQSLQLDSNRLTYIEPRIL.... Result: 1 (interaction). (8) The miRNA is mmu-miR-3090-5p with sequence GUCUGGGUGGGGCCUGAGAUC. The protein sequence of the target gene is MEEYAREPCPWRIVDDCGGAFTMGTIGGGIFQAIKGFRNSPVGVNHRLRGSLTAIKTRAPQLGGSFAVWGGLFSMIDCSMVQVRGKEDPWNSITSGALTGAILAARNGPVAMVGSAAMGGILLALIEGAGILLTRFASAQFPNGPQFAEDPSQLPSTQLPSSPFGDYRQYQ. Result: 0 (no interaction).